Dataset: Catalyst prediction with 721,799 reactions and 888 catalyst types from USPTO. Task: Predict which catalyst facilitates the given reaction. (1) Reactant: [Br:1][CH2:2][C:3](Br)=[O:4].CC1C=CC(S(O)(=O)=O)=CC=1.[F:17][C:18]1([F:25])[CH2:22][NH:21][C@H:20]([C:23]#[N:24])[CH2:19]1.C(N(CC)CC)C. Product: [Br:1][CH2:2][C:3]([N:21]1[CH2:22][C:18]([F:25])([F:17])[CH2:19][C@H:20]1[C:23]#[N:24])=[O:4]. The catalyst class is: 2. (2) Reactant: [OH:1][C:2]1[CH:7]=[C:6]([CH3:8])[C:5]([C:9]2[CH:14]=[CH:13][CH:12]=[C:11]([CH:15]=[O:16])[C:10]=2[CH3:17])=[C:4]([CH3:18])[CH:3]=1.C(=O)([O-])[O-].[Cs+].[Cs+].[C:25]([O:33][CH2:34][CH2:35]Br)(=[O:32])[C:26]1[CH:31]=[CH:30][CH:29]=[CH:28][CH:27]=1.O. Product: [C:25]([O:33][CH2:34][CH2:35][O:1][C:2]1[CH:7]=[C:6]([CH3:8])[C:5]([C:9]2[CH:14]=[CH:13][CH:12]=[C:11]([CH:15]=[O:16])[C:10]=2[CH3:17])=[C:4]([CH3:18])[CH:3]=1)(=[O:32])[C:26]1[CH:31]=[CH:30][CH:29]=[CH:28][CH:27]=1. The catalyst class is: 3. (3) Reactant: [C:1]([NH:5][C:6](=[O:8])[OH:7])([CH3:4])([CH3:3])[CH3:2].[CH:9]1([S:12]([NH2:15])(=[O:14])=[O:13])[CH2:11][CH2:10]1.[Li]CCCC.BrC[C:23]1[CH:28]=[CH:27][N:26]=[CH:25][CH:24]=1.Br.BrCC1C=CN=CC=1.C(=O)(O)[O-].[Na+]. Product: [N:26]1[CH:27]=[CH:28][C:23]([C:9]2([S:12]([NH2:15])(=[O:14])=[O:13])[CH2:11][CH2:10]2)=[CH:24][CH:25]=1.[C:1]([NH:5][C:6](=[O:7])[O-:8])([CH3:4])([CH3:3])[CH3:2]. The catalyst class is: 28. (4) The catalyst class is: 5. Product: [Cl:1][C:2]1[CH:7]=[CH:6][CH:5]=[C:4]([F:8])[C:3]=1[C:9]1[CH:10]=[C:11]2[C:15](=[CH:16][CH:17]=1)[NH:14][CH:13]=[C:12]2[C:28]1[N:33]=[C:32]([N:34]2[CH2:35][CH2:36][CH:37]([NH:40][C:41](=[O:47])[O:42][C:43]([CH3:45])([CH3:44])[CH3:46])[CH2:38][CH2:39]2)[CH:31]=[N:30][CH:29]=1. Reactant: [Cl:1][C:2]1[CH:7]=[CH:6][CH:5]=[C:4]([F:8])[C:3]=1[C:9]1[CH:10]=[C:11]2[C:15](=[CH:16][CH:17]=1)[N:14](S(C1C=CC(C)=CC=1)(=O)=O)[CH:13]=[C:12]2[C:28]1[N:33]=[C:32]([N:34]2[CH2:39][CH2:38][CH:37]([NH:40][C:41](=[O:47])[O:42][C:43]([CH3:46])([CH3:45])[CH3:44])[CH2:36][CH2:35]2)[CH:31]=[N:30][CH:29]=1.C[O-].[Na+].C1COCC1. (5) Product: [OH:10][C:9]1[CH:8]=[CH:7][C:6]([C:11](=[O:13])[CH3:12])=[CH:5][C:4]=1[CH2:1][CH:2]=[CH:3][CH2:17][OH:18]. The catalyst class is: 7. Reactant: [CH2:1]([C:4]1[CH:5]=[C:6]([C:11](=[O:13])[CH3:12])[CH:7]=[CH:8][C:9]=1[OH:10])[CH:2]=[CH2:3].C(O)/C=C\[CH2:17][OH:18].